Dataset: Full USPTO retrosynthesis dataset with 1.9M reactions from patents (1976-2016). Task: Predict the reactants needed to synthesize the given product. (1) The reactants are: F[C:2]1[C:7]([N+:8]([O-:10])=[O:9])=[CH:6][CH:5]=[C:4]([F:11])[C:3]=1[C:12]1[CH:17]=[CH:16][CH:15]=[CH:14][N:13]=1.[CH:18]([NH2:21])([CH3:20])[CH3:19].CCN(C(C)C)C(C)C. Given the product [F:11][C:4]1[C:3]([C:12]2[CH:17]=[CH:16][CH:15]=[CH:14][N:13]=2)=[C:2]([NH:21][CH:18]([CH3:20])[CH3:19])[C:7]([N+:8]([O-:10])=[O:9])=[CH:6][CH:5]=1, predict the reactants needed to synthesize it. (2) The reactants are: C(C1C(O)=C(C(C)=C(SC2C=CC(OC)=CC=2)C=1)C(O)=O)(C)(C)C.[Cl:25][C:26]1[CH:31]=[C:30]([F:32])[CH:29]=[CH:28][C:27]=1[SH:33].S(Cl)([Cl:37])(=O)=O.ClN1C(=O)CCC1=O. Given the product [Cl:25][C:26]1[CH:31]=[C:30]([F:32])[CH:29]=[CH:28][C:27]=1[S:33][Cl:37], predict the reactants needed to synthesize it. (3) Given the product [CH3:1][O:2][C:3](=[O:26])[CH2:4][C@H:5]1[C:9]2[CH:10]=[CH:11][C:12]([O:14][C@H:15]3[C:23]4[C:18](=[C:19]([O:25][C:35]5[CH:34]=[CH:33][CH:32]=[C:31]6[C:36]=5[N:27]=[CH:28][CH:29]=[CH:30]6)[CH:20]=[CH:21][C:22]=4[F:24])[CH2:17][CH2:16]3)=[CH:13][C:8]=2[O:7][CH2:6]1, predict the reactants needed to synthesize it. The reactants are: [CH3:1][O:2][C:3](=[O:26])[CH2:4][C@H:5]1[C:9]2[CH:10]=[CH:11][C:12]([O:14][C@H:15]3[C:23]4[C:18](=[C:19]([OH:25])[CH:20]=[CH:21][C:22]=4[F:24])[CH2:17][CH2:16]3)=[CH:13][C:8]=2[O:7][CH2:6]1.[N:27]1[C:36]2[C:31](=[CH:32][CH:33]=[CH:34][C:35]=2B(O)O)[CH:30]=[CH:29][CH:28]=1. (4) Given the product [F:1][C:2]1[CH:7]=[C:6]([F:8])[CH:5]=[CH:4][C:3]=1/[CH:9]=[CH:10]/[C:11]1[CH:16]=[CH:15][C:14]([S:17]([C:20]2[CH:25]=[CH:24][CH:23]=[C:22]([C:27]#[N:28])[CH:21]=2)(=[O:19])=[O:18])=[CH:13][N:12]=1, predict the reactants needed to synthesize it. The reactants are: [F:1][C:2]1[CH:7]=[C:6]([F:8])[CH:5]=[CH:4][C:3]=1/[CH:9]=[CH:10]/[C:11]1[CH:16]=[CH:15][C:14]([S:17]([C:20]2[CH:25]=[CH:24][CH:23]=[C:22](Br)[CH:21]=2)(=[O:19])=[O:18])=[CH:13][N:12]=1.[CH3:27][N:28](C)C=O. (5) Given the product [Cl:1][C:2]1[CH:9]=[C:8]([O:10][CH3:12])[C:7]([O:17][CH3:14])=[CH:6][C:3]=1[CH:4]=[O:5], predict the reactants needed to synthesize it. The reactants are: [Cl:1][C:2]1[CH:9]=[C:8]([OH:10])[C:7](O)=[CH:6][C:3]=1[CH:4]=[O:5].[CH3:12]I.[C:14]([O-:17])([O-])=O.[K+].[K+]. (6) The reactants are: [Mg].Br[C:3]1[CH:8]=[CH:7][CH:6]=[CH:5][C:4]=1[C:9]1[CH:14]=[CH:13][C:12]([C:15]([F:18])([F:17])[F:16])=[CH:11][CH:10]=1.II.Cl[P:22]([C:27]([CH3:30])([CH3:29])[CH3:28])[C:23]([CH3:26])([CH3:25])[CH3:24]. Given the product [C:23]([P:22]([C:27]([CH3:30])([CH3:29])[CH3:28])[C:3]1[CH:8]=[CH:7][CH:6]=[CH:5][C:4]=1[C:9]1[CH:14]=[CH:13][C:12]([C:15]([F:18])([F:17])[F:16])=[CH:11][CH:10]=1)([CH3:26])([CH3:25])[CH3:24], predict the reactants needed to synthesize it. (7) Given the product [S:4]1[CH:8]=[CH:7][N:6]=[C:5]1[NH:9][C:10]([C:12]1[CH:13]=[CH:14][C:15]2[NH:16][C:17]3[C:18](=[N:2][OH:3])[CH2:19][CH2:20][C:21]([CH3:26])([CH3:25])[C:22]=3[C:23]=2[CH:24]=1)=[O:11], predict the reactants needed to synthesize it. The reactants are: Cl.[NH2:2][OH:3].[S:4]1[CH:8]=[CH:7][N:6]=[C:5]1[NH:9][C:10]([C:12]1[CH:13]=[CH:14][C:15]2[NH:16][C:17]3[C:18](=O)[CH2:19][CH2:20][C:21]([CH3:26])([CH3:25])[C:22]=3[C:23]=2[CH:24]=1)=[O:11]. (8) The reactants are: [F:1][C:2]1[CH:7]=[CH:6][CH:5]=[C:4]([N+:8]([O-:10])=[O:9])[C:3]=1OS(C(F)(F)F)(=O)=O.CC1(C)C(C)(C)OB([C:27]2[CH2:32][C:31]([CH3:34])([CH3:33])[CH2:30][C:29]([CH3:36])([CH3:35])[CH:28]=2)O1.C1(C)C=CC=CC=1.C(=O)([O-])[O-].[Na+].[Na+]. Given the product [F:1][C:2]1[CH:7]=[CH:6][CH:5]=[C:4]([N+:8]([O-:10])=[O:9])[C:3]=1[C:27]1[CH2:32][C:31]([CH3:34])([CH3:33])[CH2:30][C:29]([CH3:36])([CH3:35])[CH:28]=1, predict the reactants needed to synthesize it. (9) The reactants are: [CH3:1][O:2][C:3](=[O:22])[C:4]1[CH:9]=[C:8]([C:10](=[O:13])[CH2:11][Br:12])[CH:7]=[CH:6][C:5]=1[O:14][CH2:15][C:16]1[CH:21]=[CH:20][CH:19]=[CH:18][CH:17]=1. Given the product [CH3:1][O:2][C:3](=[O:22])[C:4]1[CH:9]=[C:8]([C@@H:10]([OH:13])[CH2:11][Br:12])[CH:7]=[CH:6][C:5]=1[O:14][CH2:15][C:16]1[CH:17]=[CH:18][CH:19]=[CH:20][CH:21]=1, predict the reactants needed to synthesize it. (10) Given the product [C:1]([O:4][CH2:5][C:6]1[N:7]=[CH:8][C:9]2[O:20][CH2:21][CH2:22][N:23]([C:24]([O:26][C:27]([CH3:30])([CH3:29])[CH3:28])=[O:25])[C:10]=2[CH:11]=1)(=[O:3])[CH3:2], predict the reactants needed to synthesize it. The reactants are: [C:1]([O:4][CH2:5][C:6]1[CH:11]=[C:10](OS(C(F)(F)F)(=O)=O)[C:9]([O:20][CH2:21][CH2:22][NH:23][C:24]([O:26][C:27]([CH3:30])([CH3:29])[CH3:28])=[O:25])=[CH:8][N:7]=1)(=[O:3])[CH3:2].C(=O)([O-])[O-].[Cs+].[Cs+].